Task: Regression. Given two drug SMILES strings and cell line genomic features, predict the synergy score measuring deviation from expected non-interaction effect.. Dataset: Merck oncology drug combination screen with 23,052 pairs across 39 cell lines (1) Drug 1: O=C(CCCCCCC(=O)Nc1ccccc1)NO. Drug 2: CS(=O)(=O)CCNCc1ccc(-c2ccc3ncnc(Nc4ccc(OCc5cccc(F)c5)c(Cl)c4)c3c2)o1. Cell line: SW620. Synergy scores: synergy=10.3. (2) Drug 1: CC1CC2C3CCC4=CC(=O)C=CC4(C)C3(F)C(O)CC2(C)C1(O)C(=O)CO. Drug 2: CS(=O)(=O)CCNCc1ccc(-c2ccc3ncnc(Nc4ccc(OCc5cccc(F)c5)c(Cl)c4)c3c2)o1. Cell line: LNCAP. Synergy scores: synergy=-15.4. (3) Drug 1: O=C(CCCCCCC(=O)Nc1ccccc1)NO. Drug 2: COC1CC2CCC(C)C(O)(O2)C(=O)C(=O)N2CCCCC2C(=O)OC(C(C)CC2CCC(OP(C)(C)=O)C(OC)C2)CC(=O)C(C)C=C(C)C(O)C(OC)C(=O)C(C)CC(C)C=CC=CC=C1C. Cell line: SKMEL30. Synergy scores: synergy=32.2. (4) Drug 1: CCN(CC)CCNC(=O)c1c(C)[nH]c(C=C2C(=O)Nc3ccc(F)cc32)c1C. Drug 2: CC(C)CC(NC(=O)C(Cc1ccccc1)NC(=O)c1cnccn1)B(O)O. Cell line: COLO320DM. Synergy scores: synergy=-12.6.